Dataset: NCI-60 drug combinations with 297,098 pairs across 59 cell lines. Task: Regression. Given two drug SMILES strings and cell line genomic features, predict the synergy score measuring deviation from expected non-interaction effect. (1) Drug 1: CCC1=CC2CC(C3=C(CN(C2)C1)C4=CC=CC=C4N3)(C5=C(C=C6C(=C5)C78CCN9C7C(C=CC9)(C(C(C8N6C)(C(=O)OC)O)OC(=O)C)CC)OC)C(=O)OC.C(C(C(=O)O)O)(C(=O)O)O. Drug 2: C1=CC(=C2C(=C1NCCNCCO)C(=O)C3=C(C=CC(=C3C2=O)O)O)NCCNCCO. Cell line: NCI-H460. Synergy scores: CSS=67.7, Synergy_ZIP=1.73, Synergy_Bliss=-0.501, Synergy_Loewe=2.30, Synergy_HSA=2.89. (2) Drug 1: CCCCC(=O)OCC(=O)C1(CC(C2=C(C1)C(=C3C(=C2O)C(=O)C4=C(C3=O)C=CC=C4OC)O)OC5CC(C(C(O5)C)O)NC(=O)C(F)(F)F)O. Drug 2: CN1C2=C(C=C(C=C2)N(CCCl)CCCl)N=C1CCCC(=O)O.Cl. Cell line: SF-295. Synergy scores: CSS=12.6, Synergy_ZIP=4.01, Synergy_Bliss=3.67, Synergy_Loewe=3.91, Synergy_HSA=4.57. (3) Drug 1: C1CC(C1)(C(=O)O)C(=O)O.[NH2-].[NH2-].[Pt+2]. Drug 2: CC1=C(N=C(N=C1N)C(CC(=O)N)NCC(C(=O)N)N)C(=O)NC(C(C2=CN=CN2)OC3C(C(C(C(O3)CO)O)O)OC4C(C(C(C(O4)CO)O)OC(=O)N)O)C(=O)NC(C)C(C(C)C(=O)NC(C(C)O)C(=O)NCCC5=NC(=CS5)C6=NC(=CS6)C(=O)NCCC[S+](C)C)O. Cell line: K-562. Synergy scores: CSS=3.00, Synergy_ZIP=-0.762, Synergy_Bliss=-2.74, Synergy_Loewe=0.950, Synergy_HSA=-2.71. (4) Drug 1: CNC(=O)C1=CC=CC=C1SC2=CC3=C(C=C2)C(=NN3)C=CC4=CC=CC=N4. Drug 2: CC1=C(C=C(C=C1)NC2=NC=CC(=N2)N(C)C3=CC4=NN(C(=C4C=C3)C)C)S(=O)(=O)N.Cl. Cell line: UACC-257. Synergy scores: CSS=13.2, Synergy_ZIP=4.67, Synergy_Bliss=11.2, Synergy_Loewe=9.70, Synergy_HSA=9.87. (5) Drug 1: CC1C(C(=O)NC(C(=O)N2CCCC2C(=O)N(CC(=O)N(C(C(=O)O1)C(C)C)C)C)C(C)C)NC(=O)C3=C4C(=C(C=C3)C)OC5=C(C(=O)C(=C(C5=N4)C(=O)NC6C(OC(=O)C(N(C(=O)CN(C(=O)C7CCCN7C(=O)C(NC6=O)C(C)C)C)C)C(C)C)C)N)C. Drug 2: COC1=NC(=NC2=C1N=CN2C3C(C(C(O3)CO)O)O)N. Cell line: OVCAR-5. Synergy scores: CSS=1.93, Synergy_ZIP=2.89, Synergy_Bliss=7.00, Synergy_Loewe=-1.28, Synergy_HSA=2.16. (6) Drug 1: C1=NC2=C(N1)C(=S)N=C(N2)N. Drug 2: C1CN(P(=O)(OC1)NCCCl)CCCl. Cell line: COLO 205. Synergy scores: CSS=17.6, Synergy_ZIP=-4.61, Synergy_Bliss=-2.33, Synergy_Loewe=-38.6, Synergy_HSA=-3.53. (7) Drug 1: CC1CCCC2(C(O2)CC(NC(=O)CC(C(C(=O)C(C1O)C)(C)C)O)C(=CC3=CSC(=N3)C)C)C. Drug 2: B(C(CC(C)C)NC(=O)C(CC1=CC=CC=C1)NC(=O)C2=NC=CN=C2)(O)O. Cell line: ACHN. Synergy scores: CSS=47.4, Synergy_ZIP=1.18, Synergy_Bliss=1.56, Synergy_Loewe=-13.3, Synergy_HSA=-0.289.